This data is from Forward reaction prediction with 1.9M reactions from USPTO patents (1976-2016). The task is: Predict the product of the given reaction. (1) The product is: [C:20]([C:17]1[CH:18]=[C:19]2[CH:11]=[CH:12][NH:13][C:14]2=[N:15][CH:16]=1)#[CH:24]. Given the reactants NC1C(Cl)=C(C([C:11]2[C:19]3[C:14](=[N:15][CH:16]=[C:17]([C:20]4C=NN(C)[CH:24]=4)[CH:18]=3)[NH:13][CH:12]=2)=O)C(F)=CC=1.C(=O)([O-])[O-].[K+].[K+], predict the reaction product. (2) The product is: [CH3:16][S:13]([NH:12][C@H:4]([CH2:5][C:6]1[CH:11]=[CH:10][CH:9]=[CH:8][CH:7]=1)[C:3]([OH:17])=[O:2])(=[O:15])=[O:14]. Given the reactants C[O:2][C:3](=[O:17])[C@H:4]([NH:12][S:13]([CH3:16])(=[O:15])=[O:14])[CH2:5][C:6]1[CH:11]=[CH:10][CH:9]=[CH:8][CH:7]=1.[Li+].[OH-].OS([O-])(=O)=O.[K+].ClCCl, predict the reaction product.